Dataset: Full USPTO retrosynthesis dataset with 1.9M reactions from patents (1976-2016). Task: Predict the reactants needed to synthesize the given product. (1) Given the product [Cl:23][CH2:12][C:4]1[CH:3]=[C:2]([F:1])[C:7]2[O:8][CH2:9][CH2:10][O:11][C:6]=2[CH:5]=1, predict the reactants needed to synthesize it. The reactants are: [F:1][C:2]1[C:7]2[O:8][CH2:9][CH2:10][O:11][C:6]=2[CH:5]=[C:4]([CH2:12]O)[CH:3]=1.C(N(CC)CC)C.S(Cl)([Cl:23])=O. (2) Given the product [F:16][C:17]([F:44])([CH2:40][CH2:41][CH2:42][O:7][C:8]1[CH:9]=[CH:12][C:13]([CH:1]=[O:4])=[CH:14][CH:15]=1)[C:18]([F:38])([F:39])[C:19]([F:36])([F:37])[C:20]([F:34])([F:35])[C:21]([F:32])([F:33])[C:22]([F:31])([F:30])[C:23]([F:29])([F:28])[C:24]([F:27])([F:26])[F:25], predict the reactants needed to synthesize it. The reactants are: [C:1](=[O:4])([O-])[O-].[K+].[K+].[OH:7][C:8]1[CH:15]=[CH:14][CH:13]=[CH:12][C:9]=1C=O.[F:16][C:17]([F:44])([CH2:40][CH2:41][CH2:42]I)[C:18]([F:39])([F:38])[C:19]([F:37])([F:36])[C:20]([F:35])([F:34])[C:21]([F:33])([F:32])[C:22]([F:31])([F:30])[C:23]([F:29])([F:28])[C:24]([F:27])([F:26])[F:25].O. (3) Given the product [CH2:20]([O:19][C:16]1[CH:17]=[CH:18][C:13]([C:11]2[NH:27][C:3](=[O:2])[C:5]3[N:6]([CH:7]=[CH:8][CH:9]=3)[CH:10]=2)=[CH:14][CH:15]=1)[C:21]1[CH:26]=[CH:25][CH:24]=[CH:23][CH:22]=1, predict the reactants needed to synthesize it. The reactants are: C[O:2][C:3]([C:5]1[N:6]([CH2:10][C:11]([C:13]2[CH:18]=[CH:17][C:16]([O:19][CH2:20][C:21]3[CH:26]=[CH:25][CH:24]=[CH:23][CH:22]=3)=[CH:15][CH:14]=2)=O)[CH:7]=[CH:8][CH:9]=1)=O.[NH3:27]. (4) Given the product [O:11]=[C:7]1[CH:6]=[C:5]([CH2:4][CH2:3][N:2]2[C:12](=[O:13])[C:20]3[C:15](=[CH:16][CH:17]=[CH:18][CH:19]=3)[C:14]2=[O:21])[CH:10]=[CH:9][NH:8]1, predict the reactants needed to synthesize it. The reactants are: Br.[NH2:2][CH2:3][CH2:4][C:5]1[CH:10]=[CH:9][NH:8][C:7](=[O:11])[CH:6]=1.[C:12]1(=O)[C:20]2[C:15](=[CH:16][CH:17]=[CH:18][CH:19]=2)[C:14](=[O:21])[O:13]1.CCN(C(C)C)C(C)C. (5) Given the product [ClH:36].[F:1][C:2]1[CH:7]=[CH:6][CH:5]=[C:4]2[C:3]=1[NH:28][C:29](=[O:34])[C:9]([CH:14]1[CH2:15][CH2:16][NH:17][CH2:18][CH2:19]1)=[CH:8]2, predict the reactants needed to synthesize it. The reactants are: [F:1][C:2]1[C:3]([NH:28][C:29](=[O:34])C(C)(C)C)=[C:4]([CH:8](O)[CH:9]([CH:14]2[CH2:19][CH2:18][N:17](C(OC(C)(C)C)=O)[CH2:16][CH2:15]2)C(OC)=O)[CH:5]=[CH:6][CH:7]=1.O.[ClH:36]. (6) Given the product [Br:11][C:12]1[CH:13]=[C:14]([CH:17]=[C:18]([CH3:20])[CH:19]=1)[CH:15]=[N:2][OH:3], predict the reactants needed to synthesize it. The reactants are: Cl.[NH2:2][OH:3].C(N(CC)CC)C.[Br:11][C:12]1[CH:13]=[C:14]([CH:17]=[C:18]([CH3:20])[CH:19]=1)[CH:15]=O. (7) Given the product [F:1][C:2]1[CH:3]=[C:4]([CH:5]=[CH:11][C:12]([OH:14])=[O:13])[CH:7]=[CH:8][CH:9]=1, predict the reactants needed to synthesize it. The reactants are: [F:1][C:2]1[CH:3]=[C:4]([CH:7]=[CH:8][CH:9]=1)[CH:5]=O.C(O)(=O)[CH2:11][C:12]([OH:14])=[O:13].N1CCCCC1.